From a dataset of Full USPTO retrosynthesis dataset with 1.9M reactions from patents (1976-2016). Predict the reactants needed to synthesize the given product. Given the product [NH2:8][C@H:9]([CH2:29][C:30]1[CH:35]=[CH:34][C:33]([O:36][CH3:37])=[CH:32][CH:31]=1)[C:10]([N:12]1[CH2:17][CH2:16][C:15]([CH:23]2[CH2:28][CH2:27][CH2:26][CH2:25][CH2:24]2)([C:18]([O:20][CH2:21][CH3:22])=[O:19])[CH2:14][CH2:13]1)=[O:11], predict the reactants needed to synthesize it. The reactants are: C(OC([NH:8][C@H:9]([CH2:29][C:30]1[CH:35]=[CH:34][C:33]([O:36][CH3:37])=[CH:32][CH:31]=1)[C:10]([N:12]1[CH2:17][CH2:16][C:15]([CH:23]2[CH2:28][CH2:27][CH2:26][CH2:25][CH2:24]2)([C:18]([O:20][CH2:21][CH3:22])=[O:19])[CH2:14][CH2:13]1)=[O:11])=O)(C)(C)C.FC(F)(F)C(O)=O.